Dataset: Forward reaction prediction with 1.9M reactions from USPTO patents (1976-2016). Task: Predict the product of the given reaction. Given the reactants Cl.[Br:2][C:3]1[CH:4]=[CH:5][C:6]2[N:7]([CH:9]=[C:10]([NH2:12])[N:11]=2)[CH:8]=1.[H-].[Na+].Cl[C:16]1[C:21]([O:22][CH3:23])=[CH:20][C:19]([S:24]([CH3:27])(=[O:26])=[O:25])=[CH:18][N:17]=1, predict the reaction product. The product is: [Br:2][C:3]1[CH:4]=[CH:5][C:6]2[N:7]([CH:9]=[C:10]([NH:12][C:16]3[C:21]([O:22][CH3:23])=[CH:20][C:19]([S:24]([CH3:27])(=[O:26])=[O:25])=[CH:18][N:17]=3)[N:11]=2)[CH:8]=1.